Task: Predict which catalyst facilitates the given reaction.. Dataset: Catalyst prediction with 721,799 reactions and 888 catalyst types from USPTO (1) Reactant: [CH3:1][N:2]1[C:10]2[C:5](=[CH:6][CH:7]=[CH:8][CH:9]=2)[CH:4]=[CH:3]1.[C:11](Cl)(=[O:15])[C:12](Cl)=[O:13].[CH3:17][O-:18].[Na+].O. Product: [CH3:1][N:2]1[C:10]2[C:5](=[CH:6][CH:7]=[CH:8][CH:9]=2)[C:4]([C:11](=[O:15])[C:12]([O:18][CH3:17])=[O:13])=[CH:3]1. The catalyst class is: 28. (2) Reactant: [C:1]([O:5][C:6]([N:8]1[CH2:12][CH2:11][CH2:10][C@@:9]1([CH2:16][C:17]1[CH:22]=[CH:21][CH:20]=[CH:19][CH:18]=1)[C:13]([OH:15])=[O:14])=[O:7])([CH3:4])([CH3:3])[CH3:2].[Si](C=[N+]=[N-])(C)(C)[CH3:24]. Product: [CH3:24][O:14][C:13]([C@:9]1([CH2:16][C:17]2[CH:18]=[CH:19][CH:20]=[CH:21][CH:22]=2)[CH2:10][CH2:11][CH2:12][N:8]1[C:6]([O:5][C:1]([CH3:4])([CH3:2])[CH3:3])=[O:7])=[O:15]. The catalyst class is: 36. (3) The catalyst class is: 13. Product: [Br:17][C:12]1[C:11]2[CH:13]=[CH:14][CH:15]=[CH:16][C:10]=2[O:9][C:8]=1[CH2:6][CH3:7]. Reactant: C(OCC)C.[CH2:6]([C:8]1[O:9][C:10]2[CH:16]=[CH:15][CH:14]=[CH:13][C:11]=2[CH:12]=1)[CH3:7].[Br:17]Br. (4) Reactant: [NH2:1][C:2]1[CH:19]=[CH:18][C:5]2[CH2:6][CH2:7][N:8]([C:11]([O:13][C:14]([CH3:17])([CH3:16])[CH3:15])=[O:12])[CH2:9][CH2:10][C:4]=2[CH:3]=1.[C:20](Cl)(=[O:23])[CH2:21][CH3:22]. Product: [C:20]([NH:1][C:2]1[CH:19]=[CH:18][C:5]2[CH2:6][CH2:7][N:8]([C:11]([O:13][C:14]([CH3:16])([CH3:15])[CH3:17])=[O:12])[CH2:9][CH2:10][C:4]=2[CH:3]=1)(=[O:23])[CH2:21][CH3:22]. The catalyst class is: 2. (5) Reactant: [Cl:1][C:2]1[CH:11]=[CH:10][C:5]([C:6]([C:8]#[N:9])=O)=[CH:4][CH:3]=1.[C:12]([O:16][C:17](=[O:25])[N:18]([CH2:22][CH2:23]Cl)[CH2:19][CH2:20]Cl)([CH3:15])([CH3:14])[CH3:13].[H-].[Na+]. Product: [C:12]([O:16][C:17]([N:18]1[CH2:22][CH2:23][C:6]([C:5]2[CH:10]=[CH:11][C:2]([Cl:1])=[CH:3][CH:4]=2)([C:8]#[N:9])[CH2:20][CH2:19]1)=[O:25])([CH3:15])([CH3:14])[CH3:13]. The catalyst class is: 9. (6) Reactant: [NH2:1][C:2]1[N:3]=[CH:4][C:5]([C:21]2[CH:22]=[N:23][N:24]([CH:26]3[CH2:29][N:28](C(OC(C)(C)C)=O)[CH2:27]3)[CH:25]=2)=[C:6]2[CH:10]=[C:9]([C:11]3[CH:20]=[CH:19][CH:18]=[C:17]4[C:12]=3[CH:13]=[CH:14][N:15]=[CH:16]4)[O:8][C:7]=12.Cl. The catalyst class is: 2. Product: [NH:28]1[CH2:27][CH:26]([N:24]2[CH:25]=[C:21]([C:5]3[CH:4]=[N:3][C:2]([NH2:1])=[C:7]4[O:8][C:9]([C:11]5[CH:20]=[CH:19][CH:18]=[C:17]6[C:12]=5[CH:13]=[CH:14][N:15]=[CH:16]6)=[CH:10][C:6]=34)[CH:22]=[N:23]2)[CH2:29]1. (7) Reactant: Cl[C:2]1[CH:7]=[C:6]([C:8]2[CH:13]=[CH:12][CH:11]=[CH:10][CH:9]=2)[N:5]=[C:4]([NH:14][C:15](=[O:29])[CH2:16][CH2:17][C:18]([C:20]2[CH:21]=[CH:22][C:23]3[O:27][CH2:26][CH2:25][C:24]=3[CH:28]=2)=[O:19])[CH:3]=1.C1(C2C=CC=CC=2)C=CC=CC=1P(C1CCCCC1)C1CCCCC1.C(=O)([O-])[O-].[K+].[K+].[OH:61][CH2:62][C:63]1[CH:68]=[CH:67][CH:66]=[CH:65][C:64]=1B(O)O. Product: [O:27]1[C:23]2[CH:22]=[CH:21][C:20]([C:18](=[O:19])[CH2:17][CH2:16][C:15]([NH:14][C:4]3[CH:3]=[C:2]([C:64]4[CH:65]=[CH:66][CH:67]=[CH:68][C:63]=4[CH2:62][OH:61])[CH:7]=[C:6]([C:8]4[CH:13]=[CH:12][CH:11]=[CH:10][CH:9]=4)[N:5]=3)=[O:29])=[CH:28][C:24]=2[CH2:25][CH2:26]1. The catalyst class is: 110.